This data is from Full USPTO retrosynthesis dataset with 1.9M reactions from patents (1976-2016). The task is: Predict the reactants needed to synthesize the given product. (1) Given the product [CH2:1]([O:8][C:9](=[O:10])[NH:11][C@H:15]([CH2:14][OH:13])[CH2:16][CH2:17][N:18]1[CH2:25][CH2:24][C:21]2([CH2:23][CH2:22]2)[C@H:20]([OH:26])[CH2:19]1)[C:2]1[CH:7]=[CH:6][CH:5]=[CH:4][CH:3]=1, predict the reactants needed to synthesize it. The reactants are: [CH2:1]([O:8][C:9]([N:11]1[C@@H:15]([CH2:16][CH2:17][N:18]2[CH2:25][CH2:24][C:21]3([CH2:23][CH2:22]3)[C@H:20]([OH:26])[CH2:19]2)[CH2:14][O:13]C1(C)C)=[O:10])[C:2]1[CH:7]=[CH:6][CH:5]=[CH:4][CH:3]=1. (2) Given the product [CH3:2][S:3][C:4]1[C:5]([C:17]2[CH:22]=[CH:21][CH:20]=[CH:19][CH:18]=2)=[N:6][C:7]2[C:12]([C:13]=1[C:14]([NH:61][C@H:58]([C:52]1[CH:57]=[CH:56][CH:55]=[CH:54][CH:53]=1)[CH2:59][CH3:60])=[O:16])=[CH:11][CH:10]=[CH:9][CH:8]=2, predict the reactants needed to synthesize it. The reactants are: Cl.[CH3:2][S:3][C:4]1[C:5]([C:17]2[CH:22]=[CH:21][CH:20]=[CH:19][CH:18]=2)=[N:6][C:7]2[C:12]([C:13]=1[C:14]([OH:16])=O)=[CH:11][CH:10]=[CH:9][CH:8]=2.C1C=C2N=NN(O)C2=CC=1.O.CN1CCOCC1.CCN=C=NCCCN(C)C.[C:52]1([C@@H:58]([NH2:61])[CH2:59][CH3:60])[CH:57]=[CH:56][CH:55]=[CH:54][CH:53]=1. (3) The reactants are: [C:1]([Cl:4])(=O)C.[NH:5]1[CH2:10][CH2:9][CH:8]([C:11]([OH:13])=[O:12])[CH2:7][CH2:6]1. Given the product [ClH:4].[CH3:1][O:12][C:11]([CH:8]1[CH2:9][CH2:10][NH:5][CH2:6][CH2:7]1)=[O:13], predict the reactants needed to synthesize it. (4) Given the product [C:1]([C:3]1[C:4]([O:14][CH2:15][CH2:16][CH2:17][C:18]2[C:19]([CH:33]([CH3:35])[CH3:34])=[N:20][N:21]([C:23]3[CH:28]=[CH:27][C:26]([C:29]([F:30])([F:31])[F:32])=[CH:25][N:24]=3)[CH:22]=2)=[C:5]([CH2:9][C:10]([OH:12])=[O:11])[CH:6]=[CH:7][CH:8]=1)#[N:2], predict the reactants needed to synthesize it. The reactants are: [C:1]([C:3]1[C:4]([O:14][CH2:15][CH2:16][CH2:17][C:18]2[C:19]([CH:33]([CH3:35])[CH3:34])=[N:20][N:21]([C:23]3[CH:28]=[CH:27][C:26]([C:29]([F:32])([F:31])[F:30])=[CH:25][N:24]=3)[CH:22]=2)=[C:5]([CH2:9][C:10]([O:12]C)=[O:11])[CH:6]=[CH:7][CH:8]=1)#[N:2].[OH-].[Na+].O1CCCC1.Cl. (5) Given the product [N+:1]([C:4]1[CH:5]=[CH:6][C:7]([CH:8]2[O:25][CH2:24][CH2:23][O:9]2)=[CH:10][CH:11]=1)([O-:3])=[O:2], predict the reactants needed to synthesize it. The reactants are: [N+:1]([C:4]1[CH:11]=[CH:10][C:7]([CH:8]=[O:9])=[CH:6][CH:5]=1)([O-:3])=[O:2].C1(C)C=CC(S(O)(=O)=O)=CC=1.[CH2:23](O)[CH2:24][OH:25].